From a dataset of Forward reaction prediction with 1.9M reactions from USPTO patents (1976-2016). Predict the product of the given reaction. (1) Given the reactants BrC1C=CC=C(Br)C=1[C:9]1[C:10]2[NH:14][C:13]([C:15](C3C=CC=CC=3)=[C:16]3[N:46]=[C:19]([C:20](C4C(Br)=CC=CC=4Br)=[C:21]4[NH:37][C:24](=[C:25](C5C=CC=CC=5)[C:26]5[CH:27]=[CH:28][C:29]=1[N:30]=5)[CH:23]=[CH:22]4)[CH:18]=[CH:17]3)=[CH:12][CH:11]=2.CO[C@H](C)C(N)=O.CC1(C)C2C(=C(P(C3C=CC=CC=3)C3C=CC=CC=3)C=CC=2)OC2C(P(C3C=CC=CC=3)C3C=CC=CC=3)=CC=CC1=2.C([O-])([O-])=O.[Cs+].[Cs+], predict the reaction product. The product is: [C:10]12[CH:9]=[C:29]3[N:30]=[C:26]([CH:27]=[CH:28]3)[CH:25]=[C:24]3[NH:37][C:21]([CH:22]=[CH:23]3)=[CH:20][C:19]3=[N:46][C:16]([CH:17]=[CH:18]3)=[CH:15][C:13]([NH:14]1)=[CH:12][CH:11]=2. (2) Given the reactants [NH2:1][C:2]1[CH:7]=[CH:6][C:5]([C:8]2[CH:13]=[CH:12][C:11]([C:14]([C@@H:16]3[CH2:19][CH2:18][C@H:17]3[C:20]([O:22]C)=[O:21])=[O:15])=[CH:10][CH:9]=2)=[CH:4][CH:3]=1.Cl[C:25]1[S:26][C:27]2[C:33]([F:34])=[CH:32][C:31]([F:35])=[CH:30][C:28]=2[N:29]=1.Cl.[OH-].[Na+].[CH2:39](O)CCC, predict the reaction product. The product is: [F:35][C:31]1[CH:32]=[C:33]([F:34])[C:27]2[S:26][C:25]([NH:1][C:2]3[CH:3]=[CH:4][C:5]([C:8]4[CH:9]=[CH:10][C:11]([C:14]([C@@H:16]5[CH2:39][CH2:19][CH2:18][C@H:17]5[C:20]([OH:22])=[O:21])=[O:15])=[CH:12][CH:13]=4)=[CH:6][CH:7]=3)=[N:29][C:28]=2[CH:30]=1.